From a dataset of Full USPTO retrosynthesis dataset with 1.9M reactions from patents (1976-2016). Predict the reactants needed to synthesize the given product. The reactants are: [Br:1][C:2]1[CH:7]=[CH:6][C:5]([OH:8])=[CH:4][CH:3]=1.[OH-].[Na+].Br[CH2:12][CH2:13][OH:14]. Given the product [Br:1][C:2]1[CH:7]=[CH:6][C:5]([O:8][CH2:12][CH2:13][OH:14])=[CH:4][CH:3]=1, predict the reactants needed to synthesize it.